The task is: Predict which catalyst facilitates the given reaction.. This data is from Catalyst prediction with 721,799 reactions and 888 catalyst types from USPTO. Reactant: [NH2:1][CH:2]1[CH2:6][CH2:5][CH:4]([OH:7])[CH2:3]1.[C:8]1([S:14]([N:17]2[C:21]3=[N:22][CH:23]=[C:24]([N+:27]([O-:29])=[O:28])[C:25](Cl)=[C:20]3[CH:19]=[CH:18]2)(=[O:16])=[O:15])[CH:13]=[CH:12][CH:11]=[CH:10][CH:9]=1.C(N(C(C)C)CC)(C)C. Product: [C:8]1([S:14]([N:17]2[C:21]3=[N:22][CH:23]=[C:24]([N+:27]([O-:29])=[O:28])[C:25]([NH:1][CH:2]4[CH2:6][CH2:5][CH:4]([OH:7])[CH2:3]4)=[C:20]3[CH:19]=[CH:18]2)(=[O:15])=[O:16])[CH:9]=[CH:10][CH:11]=[CH:12][CH:13]=1. The catalyst class is: 8.